This data is from Reaction yield outcomes from USPTO patents with 853,638 reactions. The task is: Predict the reaction yield, written as a fraction of the theoretical maximum amount of product (1.0 means a 100% yield; for example, 0.34 means a 34% yield). (1) The reactants are [CH3:1][O:2][C:3]([NH:5][C@@H:6]([CH:54]1[CH2:59][CH2:58][O:57][CH2:56][CH2:55]1)[C:7]([N:9]1[CH2:13][CH2:12][CH2:11][C@H:10]1[C:14]1[NH:18][C:17]2[C:19]3[C:24]([CH2:25][CH2:26][C:16]=2[N:15]=1)=[CH:23][C:22]([C:27]1[CH:28]=[C:29]2[C:34](=[CH:35][CH:36]=1)[CH:33]=[C:32]([C:37]1[NH:41][C:40]([C@@H:42]4[CH2:46][CH2:45][CH2:44][N:43]4C(OC(C)(C)C)=O)=[N:39][CH:38]=1)[CH:31]=[CH:30]2)=[CH:21][CH:20]=3)=[O:8])=[O:4].Cl.[CH3:61][O:62][C:63]([NH:65][C@H:66]([C:70]1[CH:75]=[CH:74][CH:73]=[CH:72][CH:71]=1)[C:67]([OH:69])=O)=[O:64].CCOC(C(C#N)=NOC(N1CCOCC1)=[N+](C)C)=O.F[P-](F)(F)(F)(F)F.CCN(C(C)C)C(C)C. The catalyst is C(Cl)Cl.CN(C=O)C. The product is [CH3:61][O:62][C:63]([NH:65][C@H:66]([C:70]1[CH:75]=[CH:74][CH:73]=[CH:72][CH:71]=1)[C:67]([N:43]1[CH2:44][CH2:45][CH2:46][C@H:42]1[C:40]1[NH:41][C:37]([C:32]2[CH:33]=[C:34]3[C:29](=[CH:30][CH:31]=2)[CH:28]=[C:27]([C:22]2[CH:23]=[C:24]4[C:19](=[CH:20][CH:21]=2)[C:17]2[NH:18][C:14]([C@@H:10]5[CH2:11][CH2:12][CH2:13][N:9]5[C:7](=[O:8])[C@@H:6]([NH:5][C:3](=[O:4])[O:2][CH3:1])[CH:54]5[CH2:55][CH2:56][O:57][CH2:58][CH2:59]5)=[N:15][C:16]=2[CH2:26][CH2:25]4)[CH:36]=[CH:35]3)=[CH:38][N:39]=1)=[O:69])=[O:64]. The yield is 0.380. (2) The reactants are [O:1]=[C:2]1[NH:8][C:7]2[C:9]3[CH2:10][CH2:11][CH2:12][CH2:13][C:14]=3[CH:15]=[CH:16][C:6]=2[N:5]([C:17]2[CH:22]=[CH:21][C:20]([N:23]([CH3:36])S(C3C=CC=CC=3[N+]([O-])=O)(=O)=O)=[CH:19][CH:18]=2)[C:4](=[O:37])[CH2:3]1.C1(S)C=CC=CC=1.C(=O)([O-])[O-].[K+].[K+]. The catalyst is CN(C=O)C. The product is [CH3:36][NH:23][C:20]1[CH:19]=[CH:18][C:17]([N:5]2[C:4](=[O:37])[CH2:3][C:2](=[O:1])[NH:8][C:7]3[C:9]4[CH2:10][CH2:11][CH2:12][CH2:13][C:14]=4[CH:15]=[CH:16][C:6]2=3)=[CH:22][CH:21]=1. The yield is 0.550. (3) The reactants are [CH3:1][N:2]([CH3:25])[CH2:3][C:4]#[C:5][C:6]1[CH:7]=[C:8]2[C:12](=[CH:13][CH:14]=1)[C:11](=[C:15]1[C:23]3[C:18](=[CH:19][CH:20]=[CH:21][CH:22]=3)[NH:17][C:16]1=[O:24])[O:10][CH2:9]2.[H][H]. The catalyst is [Pd].CO. The product is [CH3:25][N:2]([CH3:1])[CH2:3][CH2:4][CH2:5][C:6]1[CH:7]=[C:8]2[C:12](=[CH:13][CH:14]=1)[C:11](=[C:15]1[C:23]3[C:18](=[CH:19][CH:20]=[CH:21][CH:22]=3)[NH:17][C:16]1=[O:24])[O:10][CH2:9]2. The yield is 0.230.